Dataset: Forward reaction prediction with 1.9M reactions from USPTO patents (1976-2016). Task: Predict the product of the given reaction. (1) Given the reactants [Cl:1][C:2]1[CH:7]=[CH:6][C:5]([CH:8]([N:10]2[C:18]3[C:13](=[CH:14][CH:15]=[CH:16][CH:17]=3)[C:12]([C:19]([OH:21])=O)=[C:11]2[CH3:22])[CH3:9])=[CH:4][CH:3]=1.C1C=CC2N(O)N=NC=2C=1.CCN=C=NCCCN(C)C.CCN(CC)CC.[NH2:51][CH2:52][C:53]1[C:54]([OH:61])=[N:55][C:56]([CH3:60])=[CH:57][C:58]=1[CH3:59], predict the reaction product. The product is: [Cl:1][C:2]1[CH:7]=[CH:6][C:5]([CH:8]([N:10]2[C:18]3[C:13](=[CH:14][CH:15]=[CH:16][CH:17]=3)[C:12]([C:19]([NH:51][CH2:52][C:53]3[C:54]([OH:61])=[N:55][C:56]([CH3:60])=[CH:57][C:58]=3[CH3:59])=[O:21])=[C:11]2[CH3:22])[CH3:9])=[CH:4][CH:3]=1. (2) Given the reactants [Br:1]Br.[CH3:3][N:4]1[CH:13]=[CH:12][C:11]2[C:6](=[CH:7][CH:8]=[C:9]([C:14]3[CH:15]=[N:16][N:17]([CH3:19])[CH:18]=3)[CH:10]=2)[C:5]1=[O:20], predict the reaction product. The product is: [Br:1][C:12]1[C:11]2[C:6](=[CH:7][CH:8]=[C:9]([C:14]3[CH:15]=[N:16][N:17]([CH3:19])[CH:18]=3)[CH:10]=2)[C:5](=[O:20])[N:4]([CH3:3])[CH:13]=1. (3) Given the reactants O[N:2]1[C:24](=O)[NH:23][C@H:22]2[C@@H:3]1[CH2:4][S:5][C@H:6]2[CH2:7][CH2:8][CH2:9][C:10](=NN1C(=O)CCC1=O)[C:11](=[O:13])O.[NH2:26][CH2:27][CH2:28][N:29]1[C:41]2[C:40]3[CH:39]=[CH:38][CH:37]=[CH:36][C:35]=3[N:34]=[C:33]([NH2:42])[C:32]=2[N:31]=[C:30]1[CH2:43][CH2:44][CH2:45][CH3:46].[N:47]1C=CC=CC=1, predict the reaction product. The product is: [NH2:42][C:33]1[C:32]2[N:31]=[C:30]([CH2:43][CH2:44][CH2:45][CH3:46])[N:29]([CH2:28][CH2:27][NH:26][C:11](=[O:13])[CH2:10][CH2:9][CH2:8][CH2:7][CH:6]3[CH:22]4[CH:3]([NH:2][C:24](=[NH:47])[NH:23]4)[CH2:4][S:5]3)[C:41]=2[C:40]2[CH:39]=[CH:38][CH:37]=[CH:36][C:35]=2[N:34]=1. (4) Given the reactants C(NC(C)C)(C)C.[Li].C(NC(C)C)(C)C.C([Li])CCC.[C:21]1([CH3:39])[CH:26]=[CH:25][C:24]([S:27]([N:30]2[C:34]3=[N:35][CH:36]=[CH:37][CH:38]=[C:33]3[CH:32]=[CH:31]2)(=[O:29])=[O:28])=[CH:23][CH:22]=1.Cl.[O:41]1CCC[CH2:42]1, predict the reaction product. The product is: [C:21]1([CH3:39])[CH:22]=[CH:23][C:24]([S:27]([N:30]2[C:34]3=[N:35][CH:36]=[CH:37][CH:38]=[C:33]3[CH:32]=[C:31]2[CH:42]=[O:41])(=[O:29])=[O:28])=[CH:25][CH:26]=1. (5) Given the reactants ClC1SC2C=C(OC)C=CC=2N=1.C([Sn](CCCC)(CCCC)C1C=CC(OC)=CC=1[N+]([O-])=O)CCC.[CH3:37][O:38][C:39]1[CH:58]=[CH:57][C:42]2[N:43]=[C:44]([C:46]3[CH:51]=[CH:50][C:49]([O:52][CH3:53])=[CH:48][C:47]=3[N+:54]([O-])=O)[S:45][C:41]=2[CH:40]=1.O.O.[Sn](Cl)Cl.N, predict the reaction product. The product is: [CH3:53][O:52][C:49]1[CH:50]=[CH:51][C:46]([C:44]2[S:45][C:41]3[CH:40]=[C:39]([O:38][CH3:37])[CH:58]=[CH:57][C:42]=3[N:43]=2)=[C:47]([NH2:54])[CH:48]=1. (6) Given the reactants Cl[CH:2]([C:7]1[CH:11]=[C:10]([C:12]2[CH:17]=[CH:16][CH:15]=[CH:14][CH:13]=2)[O:9][C:8]=1[CH3:18])[CH2:3][CH:4]([CH3:6])[CH3:5].[NH2:19][C:20]1[CH:29]=[CH:28][C:23]([C:24]([O:26]C)=[O:25])=[CH:22][C:21]=1[O:30][CH3:31].C(=O)([O-])[O-].[Na+].[Na+].[I-].[Na+], predict the reaction product. The product is: [CH3:31][O:30][C:21]1[CH:22]=[C:23]([CH:28]=[CH:29][C:20]=1[NH:19][CH:2]([C:7]1[CH:11]=[C:10]([C:12]2[CH:17]=[CH:16][CH:15]=[CH:14][CH:13]=2)[O:9][C:8]=1[CH3:18])[CH2:3][CH:4]([CH3:6])[CH3:5])[C:24]([OH:26])=[O:25].